From a dataset of Catalyst prediction with 721,799 reactions and 888 catalyst types from USPTO. Predict which catalyst facilitates the given reaction. (1) Reactant: C([O:3][C:4]([C:6]1[C:7]([CH3:25])=[N:8][C:9]([NH:13][CH2:14][CH2:15][CH2:16][C:17]2[CH:22]=[C:21]([OH:23])[CH:20]=[CH:19][C:18]=2[CH3:24])=[N:10][C:11]=1[CH3:12])=[O:5])C.O.[OH-].[Li+]. Product: [CH3:24][C:18]1[CH:19]=[CH:20][C:21]([OH:23])=[CH:22][C:17]=1[CH2:16][CH2:15][CH2:14][NH:13][C:9]1[N:8]=[C:7]([CH3:25])[C:6]([C:4]([OH:5])=[O:3])=[C:11]([CH3:12])[N:10]=1. The catalyst class is: 38. (2) Reactant: C(OC(=O)[NH:7][CH2:8][CH2:9][C:10]1[CH:15]=[CH:14][C:13]([N:16]2[CH2:20][C:19](=[O:21])[N:18]([CH2:22][CH2:23][Si:24]([CH3:27])([CH3:26])[CH3:25])[S:17]2(=[O:29])=[O:28])=[C:12]([O:30][CH2:31][C:32]2[CH:37]=[CH:36][CH:35]=[CH:34][CH:33]=2)[CH:11]=1)(C)(C)C.[C:39]([OH:45])([C:41]([F:44])([F:43])[F:42])=[O:40]. Product: [OH:45][C:39]([C:41]([F:44])([F:43])[F:42])=[O:40].[NH2:7][CH2:8][CH2:9][C:10]1[CH:15]=[CH:14][C:13]([N:16]2[S:17](=[O:29])(=[O:28])[N:18]([CH2:22][CH2:23][Si:24]([CH3:25])([CH3:26])[CH3:27])[C:19](=[O:21])[CH2:20]2)=[C:12]([O:30][CH2:31][C:32]2[CH:33]=[CH:34][CH:35]=[CH:36][CH:37]=2)[CH:11]=1. The catalyst class is: 2. (3) Reactant: [OH:1][C:2]1[CH:7]=[C:6]([O:8][CH3:9])[CH:5]=[CH:4][C:3]=1[C:10]([C:12]1[CH:17]=[CH:16][C:15]([O:18][CH2:19][C:20]2[N:21]=[C:22]([C:26]3[CH:31]=[CH:30][CH:29]=[CH:28][CH:27]=3)[O:23][C:24]=2[CH3:25])=[CH:14][CH:13]=1)=[O:11].Br[CH:33]([CH2:38][CH3:39])[C:34]([O:36]C)=[O:35].C(=O)([O-])[O-].[K+].[K+].CN(C)C=O. Product: [CH3:9][O:8][C:6]1[CH:5]=[CH:4][C:3]([C:10](=[O:11])[C:12]2[CH:13]=[CH:14][C:15]([O:18][CH2:19][C:20]3[N:21]=[C:22]([C:26]4[CH:27]=[CH:28][CH:29]=[CH:30][CH:31]=4)[O:23][C:24]=3[CH3:25])=[CH:16][CH:17]=2)=[C:2]([CH:7]=1)[O:1][CH:33]([CH2:38][CH3:39])[C:34]([OH:36])=[O:35]. The catalyst class is: 6. (4) Reactant: [Cl:1][C:2]1[C:3]([F:31])=[C:4]([CH:8]2[C:12]([C:15]3[CH:20]=[CH:19][C:18]([Cl:21])=[CH:17][C:16]=3[F:22])([C:13]#[N:14])[CH:11]([CH2:23][C:24]([CH3:27])([CH3:26])[CH3:25])[NH:10][CH:9]2[C:28]([OH:30])=O)[CH:5]=[CH:6][CH:7]=1.CN(C(ON1N=NC2C=CC=NC1=2)=[N+](C)C)C.F[P-](F)(F)(F)(F)F.CCN(C(C)C)C(C)C.[CH2:65]([O:67][C:68](=[O:77])[C:69]1[CH:74]=[C:73]([NH2:75])[CH:72]=[CH:71][C:70]=1[F:76])[CH3:66]. Product: [CH2:65]([O:67][C:68](=[O:77])[C:69]1[CH:74]=[C:73]([NH:75][C:28]([C@H:9]2[C@H:8]([C:4]3[CH:5]=[CH:6][CH:7]=[C:2]([Cl:1])[C:3]=3[F:31])[C@:12]([C:15]3[CH:20]=[CH:19][C:18]([Cl:21])=[CH:17][C:16]=3[F:22])([C:13]#[N:14])[C@H:11]([CH2:23][C:24]([CH3:25])([CH3:26])[CH3:27])[NH:10]2)=[O:30])[CH:72]=[CH:71][C:70]=1[F:76])[CH3:66]. The catalyst class is: 2. (5) Reactant: [CH3:1][O:2][C:3]1[C:4](=[O:35])[C:5]([CH3:34])=[C:6]([CH2:12][C:13]2[C:14]([O:30]C(=O)C)=[C:15]([CH:27]=[CH:28][CH:29]=2)[C:16]([NH:18][C:19]2[CH:24]=[CH:23][C:22]([O:25][CH3:26])=[CH:21][CH:20]=2)=[O:17])[C:7](=[O:11])[C:8]=1[O:9][CH3:10].C(=O)([O-])O.[Na+]. Product: [CH3:1][O:2][C:3]1[C:4](=[O:35])[C:5]([CH3:34])=[C:6]([CH2:12][C:13]2[C:14]([OH:30])=[C:15]([CH:27]=[CH:28][CH:29]=2)[C:16]([NH:18][C:19]2[CH:20]=[CH:21][C:22]([O:25][CH3:26])=[CH:23][CH:24]=2)=[O:17])[C:7](=[O:11])[C:8]=1[O:9][CH3:10]. The catalyst class is: 24. (6) Reactant: O1CCCC1.C(OC([N:13]([CH2:44][C:45]([O:47]C(C)(C)C)=[O:46])[C:14]1[CH:19]=[CH:18][CH:17]=[C:16]([CH:20]([CH2:31][C:32]2[CH:37]=[CH:36][C:35]([C:38]3([CH:41]([CH3:43])[CH3:42])[CH2:40][CH2:39]3)=[CH:34][CH:33]=2)[NH:21][S:22]([C:25]2[CH:26]=[N:27][CH:28]=[CH:29][CH:30]=2)(=[O:24])=[O:23])[N:15]=1)=O)(C)(C)C.Cl.[OH-].[Na+]. Product: [CH:41]([C:38]1([C:35]2[CH:34]=[CH:33][C:32]([CH2:31][CH:20]([NH:21][S:22]([C:25]3[CH:26]=[N:27][CH:28]=[CH:29][CH:30]=3)(=[O:23])=[O:24])[C:16]3[N:15]=[C:14]([NH:13][CH2:44][C:45]([OH:47])=[O:46])[CH:19]=[CH:18][CH:17]=3)=[CH:37][CH:36]=2)[CH2:40][CH2:39]1)([CH3:43])[CH3:42]. The catalyst class is: 6.